Dataset: Full USPTO retrosynthesis dataset with 1.9M reactions from patents (1976-2016). Task: Predict the reactants needed to synthesize the given product. The reactants are: [Cl:1][C:2]1[C:7]([CH2:8][C:9]#[N:10])=[C:6]([N:11]([CH3:13])[CH3:12])[N:5]=[C:4]([CH2:14][C:15]2[CH:20]=[CH:19][C:18]([NH:21][C:22]([C:24]3[CH:33]=[CH:32][C:31]4[C:26](=[CH:27][CH:28]=[CH:29][CH:30]=4)[CH:25]=3)=[O:23])=[CH:17][CH:16]=2)[N:3]=1.[N-:34]=[N+:35]=[N-:36].[Na+].CC(O)C. Given the product [Cl:1][C:2]1[C:7]([CH2:8][C:9]2[NH:36][N:35]=[N:34][N:10]=2)=[C:6]([N:11]([CH3:13])[CH3:12])[N:5]=[C:4]([CH2:14][C:15]2[CH:20]=[CH:19][C:18]([NH:21][C:22]([C:24]3[CH:33]=[CH:32][C:31]4[C:26](=[CH:27][CH:28]=[CH:29][CH:30]=4)[CH:25]=3)=[O:23])=[CH:17][CH:16]=2)[N:3]=1, predict the reactants needed to synthesize it.